From a dataset of Forward reaction prediction with 1.9M reactions from USPTO patents (1976-2016). Predict the product of the given reaction. The product is: [N:1]1[C:10]2[C:5](=[CH:6][C:7]([C:11]3([C:14]4[N:18]5[N:19]=[C:20]([C:23]6[CH:24]=[CH:25][C:26]([C:27]([OH:29])=[O:28])=[CH:31][CH:32]=6)[CH:21]=[N:22][C:17]5=[N:16][N:15]=4)[CH2:12][CH2:13]3)=[CH:8][CH:9]=2)[CH:4]=[CH:3][CH:2]=1. Given the reactants [N:1]1[C:10]2[C:5](=[CH:6][C:7]([C:11]3([C:14]4[N:18]5[N:19]=[C:20]([C:23]6[CH:32]=[CH:31][C:26]([C:27]([O:29]C)=[O:28])=[CH:25][CH:24]=6)[CH:21]=[N:22][C:17]5=[N:16][N:15]=4)[CH2:13][CH2:12]3)=[CH:8][CH:9]=2)[CH:4]=[CH:3][CH:2]=1.[OH-].[Li+].Cl, predict the reaction product.